This data is from Forward reaction prediction with 1.9M reactions from USPTO patents (1976-2016). The task is: Predict the product of the given reaction. (1) Given the reactants C1(P(=O)(C2C=CC=CC=2)C2C=CC=CC=2)C=CC=CC=1.FC(F)(F)S(OS(C(F)(F)F)(=O)=O)(=O)=O.C([S:43][C:44]1([CH2:50][NH:51][C:52]([C:54]2[NH:55][C:56]3[C:61]([CH:62]=2)=[CH:60][CH:59]=[CH:58][C:57]=3[N:63]([CH3:72])[S:64]([C:67]2[S:68][CH:69]=[CH:70][CH:71]=2)(=[O:66])=[O:65])=O)[CH2:49][CH2:48][O:47][CH2:46][CH2:45]1)C1C=CC=CC=1.C(=O)([O-])O.[Na+], predict the reaction product. The product is: [CH3:72][N:63]([C:57]1[CH:58]=[CH:59][CH:60]=[C:61]2[C:56]=1[NH:55][C:54]([C:52]1[S:43][C:44]3([CH2:49][CH2:48][O:47][CH2:46][CH2:45]3)[CH2:50][N:51]=1)=[CH:62]2)[S:64]([C:67]1[S:68][CH:69]=[CH:70][CH:71]=1)(=[O:66])=[O:65]. (2) Given the reactants [N+:1]([C:4]1[CH:9]=[CH:8][C:7]([CH2:10][C:11]([OH:13])=O)=[CH:6][CH:5]=1)([O-:3])=[O:2].[F:14][C:15]([F:68])([F:67])[C:16]1[CH:17]=[C:18]([CH:60]=[C:61]([C:63]([F:66])([F:65])[F:64])[CH:62]=1)[C:19]([N:21]1[CH2:25][C@@:24]([CH2:33][CH2:34][N:35]2[CH2:40][CH2:39][C:38]3([C:48]4[C:43](=[CH:44][CH:45]=[CH:46][CH:47]=4)[CH2:42][C@@H:41]3[O:49][CH2:50][C:51]([N:53]([CH3:59])[CH2:54][CH2:55][CH2:56][NH:57][CH3:58])=[O:52])[CH2:37][CH2:36]2)([C:26]2[CH:31]=[CH:30][C:29]([F:32])=[CH:28][CH:27]=2)[O:23][CH2:22]1)=[O:20], predict the reaction product. The product is: [F:66][C:63]([F:64])([F:65])[C:61]1[CH:60]=[C:18]([CH:17]=[C:16]([C:15]([F:14])([F:68])[F:67])[CH:62]=1)[C:19]([N:21]1[CH2:25][C@@:24]([CH2:33][CH2:34][N:35]2[CH2:36][CH2:37][C:38]3([C:48]4[C:43](=[CH:44][CH:45]=[CH:46][CH:47]=4)[CH2:42][C@@H:41]3[O:49][CH2:50][C:51]([N:53]([CH3:59])[CH2:54][CH2:55][CH2:56][N:57]([CH3:58])[C:11](=[O:13])[CH2:10][C:7]3[CH:6]=[CH:5][C:4]([N+:1]([O-:3])=[O:2])=[CH:9][CH:8]=3)=[O:52])[CH2:39][CH2:40]2)([C:26]2[CH:27]=[CH:28][C:29]([F:32])=[CH:30][CH:31]=2)[O:23][CH2:22]1)=[O:20]. (3) Given the reactants [CH3:1][NH:2][C@H:3]1[CH2:6][C@H:5]([O:7][C:8]2[C:9]3[C:23]([C:24]4[CH:25]=[N:26][CH:27]=[CH:28][CH:29]=4)=[CH:22][NH:21][C:10]=3[N:11]=[C:12]([NH:14][C:15]3[CH:16]=[N:17][N:18]([CH3:20])[CH:19]=3)[N:13]=2)[CH2:4]1.O.[C:31](Cl)(=[O:34])[CH:32]=[CH2:33], predict the reaction product. The product is: [CH3:1][N:2]([C@H:3]1[CH2:6][C@H:5]([O:7][C:8]2[C:9]3[C:23]([C:24]4[CH:25]=[N:26][CH:27]=[CH:28][CH:29]=4)=[CH:22][NH:21][C:10]=3[N:11]=[C:12]([NH:14][C:15]3[CH:16]=[N:17][N:18]([CH3:20])[CH:19]=3)[N:13]=2)[CH2:4]1)[C:31](=[O:34])[CH:32]=[CH2:33]. (4) Given the reactants [N:1]1[CH:6]=[CH:5][CH:4]=[C:3]([C:7]2[NH:8][C:9](=S)[NH:10][CH:11]=2)[CH:2]=1.N([O-])=O.[Na+].[N+]([O-])(O)=O, predict the reaction product. The product is: [NH:10]1[CH:11]=[C:7]([C:3]2[CH:2]=[N:1][CH:6]=[CH:5][CH:4]=2)[N:8]=[CH:9]1. (5) Given the reactants [NH2:1][CH:2]([CH2:6][C:7]([F:10])([F:9])[F:8])[C:3]([OH:5])=[O:4].[C:11]1([CH3:21])[CH:16]=[CH:15][C:14]([S:17](Cl)(=[O:19])=[O:18])=[CH:13][CH:12]=1.[OH-].[Na+].Cl, predict the reaction product. The product is: [F:8][C:7]([F:10])([F:9])[CH2:6][CH:2]([NH:1][S:17]([C:14]1[CH:15]=[CH:16][C:11]([CH3:21])=[CH:12][CH:13]=1)(=[O:19])=[O:18])[C:3]([OH:5])=[O:4]. (6) Given the reactants [Cl:1][C:2]1[C:3]([CH:17]=O)=[C:4]2[N:10]([CH:11]([CH2:14][CH3:15])[CH2:12][CH3:13])[C:9]([OH:16])=[N:8][C:5]2=[N:6][CH:7]=1.CCN(C(C)C)C(C)C.Cl.[NH2:29][OH:30], predict the reaction product. The product is: [Cl:1][C:2]1[C:3](/[CH:17]=[N:29]/[OH:30])=[C:4]2[N:10]([CH:11]([CH2:14][CH3:15])[CH2:12][CH3:13])[C:9]([OH:16])=[N:8][C:5]2=[N:6][CH:7]=1.